This data is from Reaction yield outcomes from USPTO patents with 853,638 reactions. The task is: Predict the reaction yield, written as a fraction of the theoretical maximum amount of product (1.0 means a 100% yield; for example, 0.34 means a 34% yield). (1) The reactants are [Si](OS(C(F)(F)F)(=O)=O)(C)(C)C.[OH:13][C:14]1[CH:19]=[CH:18][C:17]([N+:20]([O-:22])=[O:21])=[CH:16][N:15]=1.C(O[CH:27]1[O:35][C@H:34]([CH2:36][O:37][C:38]([O:40][CH3:41])=[O:39])[CH2:33][C@H:28]1[O:29][C:30](=[O:32])[CH3:31])(=O)C.C([O-])(O)=O.[Na+]. The catalyst is ClCCCl.C(Cl)Cl. The product is [C:30]([O:29][C@@H:28]1[CH2:33][C@@H:34]([CH2:36][O:37][C:38]([O:40][CH3:41])=[O:39])[O:35][C@H:27]1[N:15]1[CH:16]=[C:17]([N+:20]([O-:22])=[O:21])[CH:18]=[CH:19][C:14]1=[O:13])(=[O:32])[CH3:31]. The yield is 0.795. (2) The reactants are [NH2:1][C@H:2]1[CH2:6][CH2:5][N:4]([CH:7]2[CH2:12][CH2:11][N:10]([C:13]3[C:18]([Cl:19])=[CH:17][C:16]([C:20]([F:23])([F:22])[F:21])=[CH:15][N:14]=3)[CH2:9][CH2:8]2)[C:3]1=[O:24].C(N(C(C)C)C(C)C)C.Cl[C:35]1[N:40]=[N:39][C:38]([C:41]#[N:42])=[CH:37][CH:36]=1. The catalyst is CN(C=O)C.CCOC(C)=O. The product is [Cl:19][C:18]1[C:13]([N:10]2[CH2:11][CH2:12][CH:7]([N:4]3[CH2:5][CH2:6][C@H:2]([NH:1][C:35]4[N:40]=[N:39][C:38]([C:41]#[N:42])=[CH:37][CH:36]=4)[C:3]3=[O:24])[CH2:8][CH2:9]2)=[N:14][CH:15]=[C:16]([C:20]([F:23])([F:22])[F:21])[CH:17]=1. The yield is 0.140. (3) The reactants are [Cl:1][C:2]1[CH:3]=[CH:4][C:5](F)=[C:6]([CH:9]=1)[CH:7]=O.C(=O)(O)O.[NH2:15][C:16]([NH2:18])=[NH:17].O. The catalyst is CC(N(C)C)=O. The product is [Cl:1][C:2]1[CH:9]=[C:6]2[C:5](=[CH:4][CH:3]=1)[N:17]=[C:16]([NH2:18])[N:15]=[CH:7]2. The yield is 0.500. (4) The reactants are Br[CH2:2][CH2:3][CH2:4][CH2:5][C:6](Cl)=[O:7].[F:9][C:10]1[CH:15]=[CH:14][C:13]([C@@H:16]([NH2:18])[CH3:17])=[CH:12][CH:11]=1.[OH-].[Na+]. The catalyst is C1(C)C=CC=CC=1.[Cl-].C([N+](CC)(CC)CC)C1C=CC=CC=1. The product is [F:9][C:10]1[CH:15]=[CH:14][C:13]([CH:16]([N:18]2[CH2:2][CH2:3][CH2:4][CH2:5][C:6]2=[O:7])[CH3:17])=[CH:12][CH:11]=1. The yield is 0.870. (5) The catalyst is C(Cl)Cl. The reactants are [Cl:1][C:2]1[CH:3]=[C:4]([CH:8]=[CH:9][C:10]=1[C:11]1[CH:20]=[CH:19][C:18]2[C:13](=[CH:14][CH:15]=[C:16]([O:21]C)[CH:17]=2)[N:12]=1)[C:5]([OH:7])=[O:6].[Al+3].[Cl-].[Cl-].[Cl-]. The yield is 0.180. The product is [Cl:1][C:2]1[CH:3]=[C:4]([CH:8]=[CH:9][C:10]=1[C:11]1[CH:20]=[CH:19][C:18]2[C:13](=[CH:14][CH:15]=[C:16]([OH:21])[CH:17]=2)[N:12]=1)[C:5]([OH:7])=[O:6]. (6) The reactants are [CH3:1][C:2]1[N:3]=[C:4]([CH3:35])[C:5]2[N:6]([CH:8]=[C:9]([C:11]3[C:12](=[O:34])[O:13][C:14]4[C:19]([CH:20]=3)=[CH:18][CH:17]=[C:16]([NH:21][C@H:22]3[CH2:26][CH2:25][N:24]([C:27]([O:29][C:30]([CH3:33])([CH3:32])[CH3:31])=[O:28])[CH2:23]3)[CH:15]=4)[N:10]=2)[CH:7]=1.[H-].[Na+].[CH3:38]N(C=O)C.IC. The catalyst is O. The product is [CH3:1][C:2]1[N:3]=[C:4]([CH3:35])[C:5]2[N:6]([CH:8]=[C:9]([C:11]3[C:12](=[O:34])[O:13][C:14]4[C:19]([CH:20]=3)=[CH:18][CH:17]=[C:16]([N:21]([CH3:38])[C@H:22]3[CH2:26][CH2:25][N:24]([C:27]([O:29][C:30]([CH3:31])([CH3:32])[CH3:33])=[O:28])[CH2:23]3)[CH:15]=4)[N:10]=2)[CH:7]=1. The yield is 0.320. (7) The reactants are [OH:1][C:2]1[CH:7]=[CH:6][C:5]([C@H:8]2[CH2:10][C@H:9]2[C:11](NC(C2C=CC=CC=2)CO)=[O:12])=[CH:4][CH:3]=1.S(=O)(=O)(O)[OH:24]. The catalyst is O1CCOCC1. The product is [OH:1][C:2]1[CH:3]=[CH:4][C:5]([C@H:8]2[CH2:10][C@H:9]2[C:11]([OH:12])=[O:24])=[CH:6][CH:7]=1. The yield is 1.00. (8) The reactants are C(=O)([O-])[O-].[Cs+].[Cs+].[OH:7][C:8]1[CH:21]=[CH:20][C:11]2[NH:12][C:13](=[O:19])[CH2:14][N:15]([CH3:18])[C:16](=[O:17])[C:10]=2[CH:9]=1.S(C1C=CC(C)=CC=1)(O[CH2:26][CH2:27][F:28])(=O)=O.C(Cl)Cl. The catalyst is CN(C=O)C.CO. The product is [F:28][CH2:27][CH2:26][O:7][C:8]1[CH:21]=[CH:20][C:11]2[NH:12][C:13](=[O:19])[CH2:14][N:15]([CH3:18])[C:16](=[O:17])[C:10]=2[CH:9]=1. The yield is 0.200. (9) The reactants are CS([O:5][C:6]1[C:11]([N+:12]([O-:14])=[O:13])=[CH:10][C:9]([CH:15]2[C:20]([C:21]3[CH:26]=[CH:25][CH:24]=[CH:23][CH:22]=3)=[C:19]([C:27]3[CH:32]=[CH:31][C:30]([NH:33][S:34]([CH3:37])(=[O:36])=[O:35])=[CH:29][CH:28]=3)[NH:18][C:17](=[O:38])[NH:16]2)=[CH:8][C:7]=1[O:39][CH2:40][CH3:41])(=O)=O.[OH-].[Na+].Cl.O. The catalyst is C(O)C. The product is [CH2:40]([O:39][C:7]1[CH:8]=[C:9]([CH:15]2[NH:16][C:17](=[O:38])[NH:18][C:19]([C:27]3[CH:28]=[CH:29][C:30]([NH:33][S:34]([CH3:37])(=[O:35])=[O:36])=[CH:31][CH:32]=3)=[C:20]2[C:21]2[CH:26]=[CH:25][CH:24]=[CH:23][CH:22]=2)[CH:10]=[C:11]([N+:12]([O-:14])=[O:13])[C:6]=1[OH:5])[CH3:41]. The yield is 0.689. (10) The reactants are [Br:1][C:2]1[C:3]([NH:18][C:19]2[CH:26]=[CH:25][C:22]([C:23]#N)=[CH:21]C=2)=[N:4][C:5](NC2C(C)=CC(C)=CC=2C)=[N:6][CH:7]=1.CCO[CH2:30][CH3:31].Cl.[NH2:33][C:34]1[CH:41]=[CH:40][C:37]([C:38]#[N:39])=[CH:36][CH:35]=1.O1CCOC[CH2:43]1. No catalyst specified. The product is [Br:1][C:2]1[C:3]([NH:18][C:19]2[C:26]([CH3:43])=[CH:25][C:22]([CH3:23])=[CH:21][C:30]=2[CH3:31])=[N:4][C:5]([NH:33][C:34]2[CH:41]=[CH:40][C:37]([C:38]#[N:39])=[CH:36][CH:35]=2)=[N:6][CH:7]=1. The yield is 0.130.